From a dataset of Full USPTO retrosynthesis dataset with 1.9M reactions from patents (1976-2016). Predict the reactants needed to synthesize the given product. (1) Given the product [Br:1][C:2]1[C:10]2[C:5](=[N:6][CH:7]=[CH:8][C:9]=2[O:11][C:12]2[CH:17]=[CH:16][C:15]([NH:18][C:31](=[O:32])[C:30]3[C:34]([O:38][CH3:39])=[CH:35][CH:36]=[CH:37][C:29]=3[F:28])=[CH:14][C:13]=2[F:19])[N:4]([CH2:20][O:21][CH2:22][CH2:23][Si:24]([CH3:27])([CH3:26])[CH3:25])[CH:3]=1, predict the reactants needed to synthesize it. The reactants are: [Br:1][C:2]1[C:10]2[C:5](=[N:6][CH:7]=[CH:8][C:9]=2[O:11][C:12]2[CH:17]=[CH:16][C:15]([NH2:18])=[CH:14][C:13]=2[F:19])[N:4]([CH2:20][O:21][CH2:22][CH2:23][Si:24]([CH3:27])([CH3:26])[CH3:25])[CH:3]=1.[F:28][C:29]1[CH:37]=[CH:36][CH:35]=[C:34]([O:38][CH3:39])[C:30]=1[C:31](O)=[O:32].CN(C(ON1N=NC2C=CC=NC1=2)=[N+](C)C)C.F[P-](F)(F)(F)(F)F.CCN(C(C)C)C(C)C. (2) The reactants are: [CH:1]([C@H:14]1[CH2:20][C@H:19]2[C@H:17]([O:18]2)[CH2:16][O:15]1)([C:8]1[CH:13]=[CH:12][CH:11]=[CH:10][CH:9]=1)[C:2]1[CH:7]=[CH:6][CH:5]=[CH:4][CH:3]=1.[F:21][C:22]1[CH:27]=[CH:26][C:25]([CH2:28][CH2:29][NH2:30])=[CH:24][CH:23]=1. Given the product [CH:1]([C@H:14]1[CH2:20][C@H:19]([OH:18])[C@@H:17]([NH:30][CH2:29][CH2:28][C:25]2[CH:26]=[CH:27][C:22]([F:21])=[CH:23][CH:24]=2)[CH2:16][O:15]1)([C:8]1[CH:9]=[CH:10][CH:11]=[CH:12][CH:13]=1)[C:2]1[CH:3]=[CH:4][CH:5]=[CH:6][CH:7]=1, predict the reactants needed to synthesize it. (3) Given the product [C:1]12([N:6]3[CH2:18][CH2:19][O:20][C:11]4[N:12]=[CH:13][C:14]([Br:16])=[CH:15][C:10]=4[S:7]3(=[O:9])=[O:8])[CH2:5][CH:3]([CH2:4]1)[CH2:2]2, predict the reactants needed to synthesize it. The reactants are: [C:1]12([N:6]([CH2:18][CH2:19][OH:20])[S:7]([C:10]3[C:11](Cl)=[N:12][CH:13]=[C:14]([Br:16])[CH:15]=3)(=[O:9])=[O:8])[CH2:5][CH:3]([CH2:4]1)[CH2:2]2.[H-].[Na+].O.